This data is from Full USPTO retrosynthesis dataset with 1.9M reactions from patents (1976-2016). The task is: Predict the reactants needed to synthesize the given product. Given the product [CH2:1]([O:3][C:4](=[O:26])[CH2:5][C:6]1[CH:11]=[C:10]([C:12]([F:14])([F:15])[F:13])[CH:9]=[C:8]([O:16][C:17]2[CH:22]=[CH:21][C:20]([Br:23])=[CH:19][C:18]=2[CH2:24][N:29]2[C@H:28]([CH3:27])[C@H:32]([C:33]3[CH:38]=[CH:37][CH:36]=[CH:35][CH:34]=3)[O:31][C:30]2=[O:39])[CH:7]=1)[CH3:2], predict the reactants needed to synthesize it. The reactants are: [CH2:1]([O:3][C:4](=[O:26])[CH2:5][C:6]1[CH:11]=[C:10]([C:12]([F:15])([F:14])[F:13])[CH:9]=[C:8]([O:16][C:17]2[CH:22]=[CH:21][C:20]([Br:23])=[CH:19][C:18]=2[CH2:24]Br)[CH:7]=1)[CH3:2].[CH3:27][C@@H:28]1[C@H:32]([C:33]2[CH:38]=[CH:37][CH:36]=[CH:35][CH:34]=2)[O:31][C:30](=[O:39])[NH:29]1.